From a dataset of Forward reaction prediction with 1.9M reactions from USPTO patents (1976-2016). Predict the product of the given reaction. (1) Given the reactants C[O:2][C:3]([C:5]1[CH:6]=[C:7]([C:24]([F:27])([F:26])[F:25])[C:8]2[N:9]([C:11]([Cl:23])=[C:12]([C:14](=[O:22])[NH:15][CH2:16][C:17]3[S:18][CH:19]=[CH:20][CH:21]=3)[N:13]=2)[CH:10]=1)=[O:4].[Li+].[OH-], predict the reaction product. The product is: [Cl:23][C:11]1[N:9]2[CH:10]=[C:5]([C:3]([OH:4])=[O:2])[CH:6]=[C:7]([C:24]([F:26])([F:27])[F:25])[C:8]2=[N:13][C:12]=1[C:14](=[O:22])[NH:15][CH2:16][C:17]1[S:18][CH:19]=[CH:20][CH:21]=1. (2) Given the reactants [OH:1][C:2]1[C:3]([CH3:15])=[C:4]([CH:9]=[CH:10][C:11]=1[N+:12]([O-:14])=[O:13])[C:5]([O:7][CH3:8])=[O:6].[CH3:16][O:17][CH2:18][CH2:19]Cl.C(=O)([O-])[O-].[K+].[K+].[I-].[K+], predict the reaction product. The product is: [CH3:16][O:17][CH2:18][CH2:19][O:1][C:2]1[C:3]([CH3:15])=[C:4]([CH:9]=[CH:10][C:11]=1[N+:12]([O-:14])=[O:13])[C:5]([O:7][CH3:8])=[O:6].